This data is from Catalyst prediction with 721,799 reactions and 888 catalyst types from USPTO. The task is: Predict which catalyst facilitates the given reaction. The catalyst class is: 5. Product: [F:60][CH:9]([F:8])[C:10]([C:47]1[CH:48]=[CH:49][C:50]([C:53]2[CH:58]=[CH:57][C:56]([F:59])=[CH:55][N:54]=2)=[CH:51][CH:52]=1)([OH:46])[CH2:11][C:12]1[NH:13][CH:14]=[C:15]([CH2:17][C:18]([CH3:25])([CH3:26])[CH:19]([OH:24])[C:20]([F:22])([F:23])[F:21])[N:16]=1. Reactant: Cl.O1CCOCC1.[F:8][CH:9]([F:60])[C:10]([C:47]1[CH:52]=[CH:51][C:50]([C:53]2[CH:58]=[CH:57][C:56]([F:59])=[CH:55][N:54]=2)=[CH:49][CH:48]=1)([OH:46])[CH2:11][C:12]1[N:13](C(C2C=CC=CC=2)(C2C=CC=CC=2)C2C=CC=CC=2)[CH:14]=[C:15]([CH2:17][C:18]([CH3:26])([CH3:25])[CH:19]([OH:24])[C:20]([F:23])([F:22])[F:21])[N:16]=1.FC(F)C(C1C=CC(C2C=CC(F)=CN=2)=CC=1)(O)CC1N(C(C2C=CC=CC=2)(C2C=CC=CC=2)C2C=CC=CC=2)C=C(CC(C)(C)C(O[Si](C)(C)C)C(F)(F)F)N=1.